Dataset: Reaction yield outcomes from USPTO patents with 853,638 reactions. Task: Predict the reaction yield, written as a fraction of the theoretical maximum amount of product (1.0 means a 100% yield; for example, 0.34 means a 34% yield). (1) The reactants are [N+:1]([C:4]1[C:13]2[C:8](=[CH:9][CH:10]=[CH:11][CH:12]=2)[C:7]([O:14][CH2:15][CH2:16][C:17]2[CH:22]=[CH:21][N:20]=[CH:19][C:18]=2[NH2:23])=[CH:6][CH:5]=1)([O-])=O.CCOC(C)=O.C(Cl)Cl.[H][H]. The catalyst is CO.[Pt]. The product is [NH2:1][C:4]1[C:13]2[C:8](=[CH:9][CH:10]=[CH:11][CH:12]=2)[C:7]([O:14][CH2:15][CH2:16][C:17]2[CH:22]=[CH:21][N:20]=[CH:19][C:18]=2[NH2:23])=[CH:6][CH:5]=1. The yield is 0.920. (2) The reactants are [CH:1]([C:4]1[CH:10]=[CH:9][CH:8]=[CH:7][C:5]=1[NH2:6])([CH3:3])[CH3:2].ClB(Cl)Cl.ClC(Cl)C.[Cl:19][C:20]1[CH:21]=[C:22]([CH:25]=[CH:26][CH:27]=1)[C:23]#N.[Cl-].[Cl-].[Cl-].[Al+3].Cl.[OH-:33].[Na+]. The catalyst is C(OCC)(=O)C.CO.O.CCCCCCC. The product is [NH2:6][C:5]1[C:4]([CH:1]([CH3:3])[CH3:2])=[CH:10][CH:9]=[CH:8][C:7]=1[C:23]([C:22]1[CH:25]=[CH:26][CH:27]=[C:20]([Cl:19])[CH:21]=1)=[O:33]. The yield is 0.491. (3) The reactants are [F:1][C:2]1[CH:3]=[CH:4][C:5]([O:10][CH3:11])=[C:6]([CH2:8]O)[CH:7]=1.O=S(Cl)[Cl:14]. The catalyst is C1(C)C=CC=CC=1. The product is [F:1][C:2]1[CH:3]=[CH:4][C:5]([O:10][CH3:11])=[C:6]([CH:7]=1)[CH2:8][Cl:14]. The yield is 0.610. (4) The reactants are [CH3:1][O:2][C:3]([C:5]1[CH:10]=[CH:9][CH:8]=[CH:7][C:6]=1[N:11]1[CH2:19][CH2:18][CH2:17][CH:13]([C:14]([OH:16])=O)[CH2:12]1)=[O:4].Cl.[Cl:21][C:22]1[CH:27]=[CH:26][C:25]([C:28]2[CH:33]=[CH:32][C:31]([CH2:34][NH2:35])=[CH:30][CH:29]=2)=[CH:24][CH:23]=1. No catalyst specified. The product is [Cl:21][C:22]1[CH:23]=[CH:24][C:25]([C:28]2[CH:33]=[CH:32][C:31]([CH2:34][NH:35][C:14]([CH:13]3[CH2:17][CH2:18][CH2:19][N:11]([C:6]4[CH:7]=[CH:8][CH:9]=[CH:10][C:5]=4[C:3]([O:2][CH3:1])=[O:4])[CH2:12]3)=[O:16])=[CH:30][CH:29]=2)=[CH:26][CH:27]=1. The yield is 0.870. (5) The yield is 0.560. The product is [F:25][C:22]1[CH:21]=[CH:20][C:19]([N:18]2[C@H:15]([C:12]3[CH:11]=[CH:10][C:9]([OH:8])=[CH:14][CH:13]=3)[C@@H:16]([CH2:27][CH2:28][C@@H:29]([C:31]3[CH:32]=[CH:33][C:34]([F:37])=[CH:35][CH:36]=3)[OH:30])[C:17]2=[O:26])=[CH:24][CH:23]=1. The catalyst is C(O)C.[Pd]. The reactants are C([O:8][C:9]1[CH:14]=[CH:13][C:12]([C@H:15]2[N:18]([C:19]3[CH:24]=[CH:23][C:22]([F:25])=[CH:21][CH:20]=3)[C:17](=[O:26])[C@@H:16]2[CH2:27][CH2:28][C@@H:29]([C:31]2[CH:36]=[CH:35][C:34]([F:37])=[CH:33][CH:32]=2)[OH:30])=[CH:11][CH:10]=1)C1C=CC=CC=1. (6) The reactants are [C:1]([Si:5]([CH3:26])([CH3:25])[O:6][CH2:7][CH2:8][N:9]1[CH2:14][CH2:13][N:12]([CH2:15][C:16]2[CH:21]=[CH:20][C:19]([N+:22]([O-])=O)=[CH:18][CH:17]=2)[CH2:11][CH2:10]1)([CH3:4])([CH3:3])[CH3:2].O.[NH4+].[Cl-]. The catalyst is CO.[Zn]. The product is [C:1]([Si:5]([CH3:26])([CH3:25])[O:6][CH2:7][CH2:8][N:9]1[CH2:10][CH2:11][N:12]([CH2:15][C:16]2[CH:17]=[CH:18][C:19]([NH2:22])=[CH:20][CH:21]=2)[CH2:13][CH2:14]1)([CH3:4])([CH3:3])[CH3:2]. The yield is 0.790.